Task: Predict which catalyst facilitates the given reaction.. Dataset: Catalyst prediction with 721,799 reactions and 888 catalyst types from USPTO (1) The catalyst class is: 64. Reactant: [CH2:1]([C@H:3]([CH2:7][CH2:8][N+:9]([O-:11])=[O:10])[C:4]([OH:6])=O)[CH3:2].CCN=C=N[CH2:17][CH2:18][CH2:19][N:20](C)C.CCN(C(C)C)C(C)C.[C:32](O)(=O)[CH2:33][C:34]([CH2:39][C:40](O)=O)(C(O)=O)O.C[CH2:46][O:47][C:48](C)=[O:49]. Product: [CH2:1]([C@H:3]([CH2:7][CH2:8][N+:9]([O-:11])=[O:10])[C:4]([NH:20][C@@H:19]([CH2:18][C:17]1[CH:32]=[CH:33][CH:34]=[CH:39][CH:40]=1)[C:48]([O:47][CH3:46])=[O:49])=[O:6])[CH3:2]. (2) Reactant: [CH2:1]([O:3][C:4]([C:6]1[CH:11]=[CH:10][CH:9]=[C:8]([S:12][C:13]2[C:21]3[C:16](=[CH:17][C:18]([Cl:22])=[CH:19][CH:20]=3)[NH:15][C:14]=2[CH3:23])[N:7]=1)=[O:5])[CH3:2].Br[C:25]1[CH:26]=[N:27][N:28]([CH2:30][CH3:31])[CH:29]=1.P([O-])([O-])([O-])=O.[K+].[K+].[K+].CN(C)CCN. Product: [CH2:1]([O:3][C:4]([C:6]1[CH:11]=[CH:10][CH:9]=[C:8]([S:12][C:13]2[C:21]3[C:16](=[CH:17][C:18]([Cl:22])=[CH:19][CH:20]=3)[N:15]([C:25]3[CH:26]=[N:27][N:28]([CH2:30][CH3:31])[CH:29]=3)[C:14]=2[CH3:23])[N:7]=1)=[O:5])[CH3:2]. The catalyst class is: 432. (3) Reactant: [Br:1][C:2]1[CH:3]=[C:4](/[CH:9]=[CH:10]/[C:11]([NH:13][C:14]2([C:20]([NH:22][CH2:23][CH2:24][C:25]3[C:33]4[C:28](=[CH:29][CH:30]=[C:31]([F:34])[CH:32]=4)[NH:27][CH:26]=3)=[O:21])[CH2:19][CH2:18][NH:17][CH2:16][CH2:15]2)=[O:12])[CH:5]=[CH:6][C:7]=1[F:8].CCN(C(C)C)C(C)C.[F:44][C:45]([F:56])([F:55])[C:46](O[C:46](=[O:47])[C:45]([F:56])([F:55])[F:44])=[O:47]. Product: [Br:1][C:2]1[CH:3]=[C:4](/[CH:9]=[CH:10]/[C:11]([NH:13][C:14]2([C:20]([NH:22][CH2:23][CH2:24][C:25]3[C:33]4[C:28](=[CH:29][CH:30]=[C:31]([F:34])[CH:32]=4)[NH:27][CH:26]=3)=[O:21])[CH2:19][CH2:18][N:17]([C:46](=[O:47])[C:45]([F:56])([F:55])[F:44])[CH2:16][CH2:15]2)=[O:12])[CH:5]=[CH:6][C:7]=1[F:8]. The catalyst class is: 2. (4) Reactant: [Br:1][C:2]1[C:10]2[CH:9]=[N:8][CH:7]=[N:6][C:5]=2[NH:4][CH:3]=1.[H-].[Na+].[CH3:13][S:14](Cl)(=[O:16])=[O:15]. Product: [Br:1][C:2]1[C:10]2[CH:9]=[N:8][CH:7]=[N:6][C:5]=2[N:4]([S:14]([CH3:13])(=[O:16])=[O:15])[CH:3]=1. The catalyst class is: 31. (5) Reactant: N1C=CC=CC=1.[Si:7]([O:14][C@@H:15]([C@@H:17]1[C@@H:20]([C@@H:21]([CH3:40])[C:22]([C:24]2[S:28][C:27]3=[C:29]([C:32]([C:34]4[CH:35]=[N:36][CH:37]=[CH:38][CH:39]=4)=[O:33])[N:30]=[CH:31][N:26]3[CH:25]=2)=[O:23])[N:19]([CH:41]([C:43]([O:45][CH2:46][C:47]2[CH:52]=[CH:51][C:50]([N+:53]([O-:55])=[O:54])=[CH:49][CH:48]=2)=[O:44])O)[C:18]1=[O:56])[CH3:16])([C:10]([CH3:13])([CH3:12])[CH3:11])([CH3:9])[CH3:8].S(Cl)([Cl:59])=O. Product: [Si:7]([O:14][C@@H:15]([C@@H:17]1[C@@H:20]([C@@H:21]([CH3:40])[C:22]([C:24]2[S:28][C:27]3=[C:29]([C:32]([C:34]4[CH:35]=[N:36][CH:37]=[CH:38][CH:39]=4)=[O:33])[N:30]=[CH:31][N:26]3[CH:25]=2)=[O:23])[N:19]([CH:41]([C:43]([O:45][CH2:46][C:47]2[CH:52]=[CH:51][C:50]([N+:53]([O-:55])=[O:54])=[CH:49][CH:48]=2)=[O:44])[Cl:59])[C:18]1=[O:56])[CH3:16])([C:10]([CH3:13])([CH3:12])[CH3:11])([CH3:9])[CH3:8]. The catalyst class is: 54. (6) Reactant: [CH3:1][C:2]12[CH2:17][N:16](C(OC(C)(C)C)=O)[CH2:15][CH2:14][CH:3]1[N:4]1[CH2:13][CH2:12][O:11][C:6]3[CH:7]=[CH:8][CH:9]=[C:10]2[C:5]1=3.FC(F)(F)C(O)=O.[OH-].[Na+]. Product: [CH3:1][C:2]12[CH2:17][NH:16][CH2:15][CH2:14][CH:3]1[N:4]1[CH2:13][CH2:12][O:11][C:6]3[CH:7]=[CH:8][CH:9]=[C:10]2[C:5]1=3. The catalyst class is: 2. (7) Reactant: [Cl:1][C:2]1[CH:22]=[N:21][C:5]2=[N:6][C:7]([N:12]3[CH2:17][CH:16]([CH3:18])[N:15]([CH3:19])[CH:14]([CH3:20])[CH2:13]3)=[C:8]([NH:10][NH2:11])[N:9]=[C:4]2[CH:3]=1.[CH:23](OC)(OC)OC. Product: [Cl:1][C:2]1[CH:22]=[N:21][C:5]2[N:6]=[C:7]([N:12]3[CH2:13][CH:14]([CH3:20])[N:15]([CH3:19])[CH:16]([CH3:18])[CH2:17]3)[C:8]3[N:9]([CH:23]=[N:11][N:10]=3)[C:4]=2[CH:3]=1. The catalyst class is: 28.